From a dataset of CYP3A4 inhibition data for predicting drug metabolism from PubChem BioAssay. Regression/Classification. Given a drug SMILES string, predict its absorption, distribution, metabolism, or excretion properties. Task type varies by dataset: regression for continuous measurements (e.g., permeability, clearance, half-life) or binary classification for categorical outcomes (e.g., BBB penetration, CYP inhibition). Dataset: cyp3a4_veith. The molecule is CSc1ccc2c(c1)N(CC[C@H]1CCCCN1C)c1ccccc1S2. The result is 0 (non-inhibitor).